This data is from Forward reaction prediction with 1.9M reactions from USPTO patents (1976-2016). The task is: Predict the product of the given reaction. (1) The product is: [CH:4]1([O:9][C:10]2[C:15]([CH2:16][N:17]([CH3:28])[CH:18]3[C:27]4[C:22](=[CH:23][CH:24]=[CH:25][CH:26]=4)[CH2:21][CH2:20][CH2:19]3)=[C:14]([CH3:29])[N:13]=[C:12]([C:30]3[CH:35]=[CH:34][CH:33]=[C:32]([F:36])[C:31]=3[C:37](=[N:2][OH:3])[CH2:38][CH3:39])[CH:11]=2)[CH2:8][CH2:7][CH2:6][CH2:5]1. Given the reactants Cl.[NH2:2][OH:3].[CH:4]1([O:9][C:10]2[C:15]([CH2:16][N:17]([CH3:28])[CH:18]3[C:27]4[C:22](=[CH:23][CH:24]=[CH:25][CH:26]=4)[CH2:21][CH2:20][CH2:19]3)=[C:14]([CH3:29])[N:13]=[C:12]([C:30]3[CH:35]=[CH:34][CH:33]=[C:32]([F:36])[C:31]=3[C:37](=O)[CH2:38][CH3:39])[CH:11]=2)[CH2:8][CH2:7][CH2:6][CH2:5]1, predict the reaction product. (2) Given the reactants [N+:1]([C:4]1[CH:9]=[CH:8][C:7]([C:10]2[C:11]([C:16]([NH:18][C:19]3[CH:24]=[CH:23][C:22]([NH:25][CH2:26][CH2:27][C:28]4[CH:33]=[CH:32][CH:31]=[CH:30][N:29]=4)=[CH:21][CH:20]=3)=[O:17])=[CH:12][CH:13]=[CH:14][CH:15]=2)=[CH:6][CH:5]=1)([O-])=O, predict the reaction product. The product is: [NH2:1][C:4]1[CH:9]=[CH:8][C:7]([C:10]2[C:11]([C:16]([NH:18][C:19]3[CH:24]=[CH:23][C:22]([NH:25][CH2:26][CH2:27][C:28]4[CH:33]=[CH:32][CH:31]=[CH:30][N:29]=4)=[CH:21][CH:20]=3)=[O:17])=[CH:12][CH:13]=[CH:14][CH:15]=2)=[CH:6][CH:5]=1. (3) Given the reactants [N:1]1([C:7]2[S:8]/[C:9](=[CH:13]\[C:14]3[CH:19]=[CH:18][C:17]([F:20])=[CH:16][C:15]=3[OH:21])/[C:10](=[O:12])[N:11]=2)[CH2:6][CH2:5][CH2:4][CH2:3][NH:2]1.C(=O)([O-])[O-].[K+].[K+].[N:28]1([CH:34]2[CH2:39][CH2:38][N:37]([C:40](Cl)=[O:41])[CH2:36][CH2:35]2)[CH2:33][CH2:32][CH2:31][CH2:30][CH2:29]1, predict the reaction product. The product is: [N:28]1([CH:34]2[CH2:39][CH2:38][N:37]([C:40]([O:21][C:15]3[CH:16]=[C:17]([F:20])[CH:18]=[CH:19][C:14]=3/[CH:13]=[C:9]3\[C:10](=[O:12])[N:11]=[C:7]([N:1]4[CH2:6][CH2:5][CH2:4][CH2:3][NH:2]4)[S:8]\3)=[O:41])[CH2:36][CH2:35]2)[CH2:33][CH2:32][CH2:31][CH2:30][CH2:29]1. (4) Given the reactants Br[C:2]1[CH:3]=[C:4]2[C:9](=[CH:10][CH:11]=1)[C:8]([C:12]1[C:21]3[C:16](=[CH:17][C:18](Br)=[CH:19][CH:20]=3)[CH:15]=[CH:14][C:13]=1[OH:23])=[C:7]([OH:24])[CH:6]=[CH:5]2.[CH3:25][C:26]1C=CC=CC=1P(C1C=CC=CC=1C)C1C=CC=CC=1C.[CH3:47][CH2:48]N(CC)CC.C=C, predict the reaction product. The product is: [CH:25]([C:18]1[CH:17]=[C:16]2[C:21](=[CH:20][CH:19]=1)[C:12]([C:8]1[C:9]3[C:4](=[CH:3][C:2]([CH:47]=[CH2:48])=[CH:11][CH:10]=3)[CH:5]=[CH:6][C:7]=1[OH:24])=[C:13]([OH:23])[CH:14]=[CH:15]2)=[CH2:26]. (5) Given the reactants Br[C:2]1[CH:7]=[CH:6][CH:5]=[C:4]([N:8]2[CH2:12][CH2:11][CH2:10][CH2:9]2)[N:3]=1.C([Sn](CCCC)(CCCC)[C:18]1[N:22]2[CH:23]=[CH:24][C:25]([C:27]([F:30])([F:29])[F:28])=[N:26][C:21]2=[N:20][CH:19]=1)CCC, predict the reaction product. The product is: [N:8]1([C:4]2[N:3]=[C:2]([C:18]3[N:22]4[CH:23]=[CH:24][C:25]([C:27]([F:28])([F:29])[F:30])=[N:26][C:21]4=[N:20][CH:19]=3)[CH:7]=[CH:6][CH:5]=2)[CH2:12][CH2:11][CH2:10][CH2:9]1. (6) The product is: [NH2:1][CH2:2][C:3]([NH:5][CH2:6][C:7]([NH:40][CH2:39][C:37]([NH:36][CH2:35][C:33]([NH:32][C@H:28]([C:29]([OH:31])=[O:30])[C@H:26]([CH2:25][CH3:24])[CH3:27])=[O:34])=[O:38])=[O:8])=[O:4].[CH3:41][N:42]1[C@@H:59]2[CH2:60][C:47]3[CH:48]=[CH:49][C:50]([O:61][CH3:62])=[C:51]4[O:52][C@H:53]5[C:54]([CH2:56][CH2:57][C@@H:58]2[C@:45]5([C:46]=34)[CH2:44][CH2:43]1)=[O:55]. Given the reactants [NH:1](C(OC(C)(C)C)=O)[CH2:2][C:3]([NH:5][CH2:6][C:7](ON1C(=O)CCC1=O)=[O:8])=[O:4].[CH3:24][CH2:25][C@@H:26]([C@H:28]([NH:32][C:33]([CH2:35][NH:36][C:37]([CH2:39][NH2:40])=[O:38])=[O:34])[C:29]([OH:31])=[O:30])[CH3:27].[CH3:41][N:42]1[C@@H:59]2[CH2:60][C:47]3[CH:48]=[CH:49][C:50]([O:61][CH3:62])=[C:51]4[O:52][C@H:53]5[C:54]([CH2:56][CH2:57][C@@H:58]2[C@:45]5([C:46]=34)[CH2:44][CH2:43]1)=[O:55], predict the reaction product.